From a dataset of PAMPA (Parallel Artificial Membrane Permeability Assay) permeability data from NCATS. Regression/Classification. Given a drug SMILES string, predict its absorption, distribution, metabolism, or excretion properties. Task type varies by dataset: regression for continuous measurements (e.g., permeability, clearance, half-life) or binary classification for categorical outcomes (e.g., BBB penetration, CYP inhibition). Dataset: pampa_ncats. (1) The drug is COC1=CC=C(C=C1)N2C(=O)NC(=N2)C3CCCN(C3)C(=O)CC4=CC=CC=N4. The result is 1 (high permeability). (2) The molecule is CC1=CC2=C(C=C1)OC3=C(C2=O)C(N(C3=O)CCCN(C)C)C4=CC=C(C=C4)O. The result is 0 (low-to-moderate permeability).